This data is from NCI-60 drug combinations with 297,098 pairs across 59 cell lines. The task is: Regression. Given two drug SMILES strings and cell line genomic features, predict the synergy score measuring deviation from expected non-interaction effect. (1) Drug 2: CN1C(=O)N2C=NC(=C2N=N1)C(=O)N. Synergy scores: CSS=8.14, Synergy_ZIP=1.79, Synergy_Bliss=6.37, Synergy_Loewe=-2.01, Synergy_HSA=-0.456. Cell line: MDA-MB-435. Drug 1: CC(CN1CC(=O)NC(=O)C1)N2CC(=O)NC(=O)C2. (2) Drug 1: COC1=CC(=CC(=C1O)OC)C2C3C(COC3=O)C(C4=CC5=C(C=C24)OCO5)OC6C(C(C7C(O6)COC(O7)C8=CC=CS8)O)O. Drug 2: CN(C)C1=NC(=NC(=N1)N(C)C)N(C)C. Synergy scores: CSS=68.0, Synergy_ZIP=2.06, Synergy_Bliss=1.31, Synergy_Loewe=-27.3, Synergy_HSA=-0.127. Cell line: MOLT-4.